The task is: Predict the reactants needed to synthesize the given product.. This data is from Retrosynthesis with 50K atom-mapped reactions and 10 reaction types from USPTO. (1) Given the product O=Cc1cc2nc(Cl)nc(N3CCOCC3)c2s1, predict the reactants needed to synthesize it. The reactants are: CN(C)C=O.Clc1nc(N2CCOCC2)c2sccc2n1. (2) Given the product N[C@H]1C[C@@H](C(=O)N2CCC[C@@H]2C(=O)NC[C@H]2CCCN(CC3CCCCC3)C2)N(C(=O)CC(c2ccccc2)(c2ccccc2)c2ccccc2)C1, predict the reactants needed to synthesize it. The reactants are: [N-]=[N+]=N[C@H]1C[C@@H](C(=O)N2CCC[C@@H]2C(=O)NC[C@H]2CCCN(CC3CCCCC3)C2)N(C(=O)CC(c2ccccc2)(c2ccccc2)c2ccccc2)C1. (3) The reactants are: CC(C)(C)OC(=O)N1CC(O)C1.O=Cc1ccccc1F. Given the product CC(C)(C)OC(=O)N1CC(Oc2ccccc2C=O)C1, predict the reactants needed to synthesize it. (4) Given the product OCCc1ncc[nH]1, predict the reactants needed to synthesize it. The reactants are: C=C(C)C(=O)OC.